This data is from Catalyst prediction with 721,799 reactions and 888 catalyst types from USPTO. The task is: Predict which catalyst facilitates the given reaction. (1) Reactant: [F:1][C:2]([F:17])([F:16])[C:3]1[CH:15]=[CH:14][C:6]([O:7][CH:8]2[CH2:13][CH2:12][NH:11][CH2:10][CH2:9]2)=[CH:5][CH:4]=1.[Cl:18][C:19](Cl)([O:21]C(=O)OC(Cl)(Cl)Cl)Cl.N1C=CC=CC=1.C(OCC)(=O)C. Product: [F:17][C:2]([F:1])([F:16])[C:3]1[CH:15]=[CH:14][C:6]([O:7][CH:8]2[CH2:9][CH2:10][N:11]([C:19]([Cl:18])=[O:21])[CH2:12][CH2:13]2)=[CH:5][CH:4]=1. The catalyst class is: 11. (2) Reactant: [C:1]([O:5][C:6]([NH:8][C@@H:9]([C:13]([CH3:16])([CH3:15])[CH3:14])[C:10]([OH:12])=O)=[O:7])([CH3:4])([CH3:3])[CH3:2].[C@H:17]1([NH:27][C:28]([C@@H:30]2[CH2:39][C:38]3[C:33](=[CH:34][C:35]([C:40]([O:42][CH3:43])=[O:41])=[CH:36][CH:37]=3)[CH2:32][NH:31]2)=[O:29])[C:26]2[C:21](=[CH:22][CH:23]=[CH:24][CH:25]=2)[CH2:20][CH2:19][CH2:18]1.C(Cl)CCl.C1C=NC2N(O)N=NC=2C=1.CN1CCOCC1. Product: [C:1]([O:5][C:6]([NH:8][C@@H:9]([C:13]([CH3:16])([CH3:15])[CH3:14])[C:10]([N:31]1[C@H:30]([C:28](=[O:29])[NH:27][C@H:17]2[C:26]3[C:21](=[CH:22][CH:23]=[CH:24][CH:25]=3)[CH2:20][CH2:19][CH2:18]2)[CH2:39][C:38]2[C:33](=[CH:34][C:35]([C:40]([O:42][CH3:43])=[O:41])=[CH:36][CH:37]=2)[CH2:32]1)=[O:12])=[O:7])([CH3:2])([CH3:3])[CH3:4]. The catalyst class is: 2. (3) Reactant: C(OC([N:8]1[CH2:15][CH:14]2[O:16][CH:10]([CH2:11][N:12]([CH2:17][CH2:18][N:19]([CH2:24][CH2:25][CH2:26][C:27]3[CH:32]=[CH:31][C:30]([C:33]#[N:34])=[CH:29][CH:28]=3)[S:20]([CH3:23])(=[O:22])=[O:21])[CH2:13]2)[CH2:9]1)=O)(C)(C)C.[ClH:35]. Product: [ClH:35].[C:33]([C:30]1[CH:31]=[CH:32][C:27]([CH2:26][CH2:25][CH2:24][N:19]([CH2:18][CH2:17][N:12]2[CH2:13][CH:14]3[O:16][CH:10]([CH2:9][NH:8][CH2:15]3)[CH2:11]2)[S:20]([CH3:23])(=[O:22])=[O:21])=[CH:28][CH:29]=1)#[N:34]. The catalyst class is: 13. (4) Reactant: Cl.[CH3:2][C:3]1[N:4]=[C:5]([NH:8][C:9]2[C:14]([O:15][CH2:16][C:17]3[CH:18]=[C:19]([OH:23])[CH:20]=[CH:21][CH:22]=3)=[CH:13][CH:12]=[CH:11][N:10]=2)[S:6][CH:7]=1.C(=O)([O-])[O-].[K+].[K+].Br[CH2:31][C:32]([O:34][C:35]([CH3:38])([CH3:37])[CH3:36])=[O:33].O. Product: [CH3:2][C:3]1[N:4]=[C:5]([NH:8][C:9]2[C:14]([O:15][CH2:16][C:17]3[CH:18]=[C:19]([CH:20]=[CH:21][CH:22]=3)[O:23][CH2:31][C:32]([O:34][C:35]([CH3:38])([CH3:37])[CH3:36])=[O:33])=[CH:13][CH:12]=[CH:11][N:10]=2)[S:6][CH:7]=1. The catalyst class is: 3. (5) Reactant: F[C:2]1[CH:3]=[C:4]([N+:8]([O-])=O)[CH:5]=[CH:6][CH:7]=1.[N:11]1([CH2:17][CH2:18][NH2:19])[CH2:16][CH2:15][O:14][CH2:13][CH2:12]1.[ClH:20].C(OCC)(=O)C. Product: [ClH:20].[N:11]1([CH2:17][CH2:18][NH:19][C:2]2[CH:3]=[C:4]([CH:5]=[CH:6][CH:7]=2)[NH2:8])[CH2:16][CH2:15][O:14][CH2:13][CH2:12]1. The catalyst class is: 13. (6) Reactant: [N+:1]([C:4]1[CH:5]=[C:6]([CH2:17][OH:18])[CH:7]=[CH:8][C:9]=1[NH:10][C:11]1[CH:16]=[CH:15][CH:14]=[CH:13][CH:12]=1)([O-])=O.[H][H]. The catalyst class is: 19. Product: [NH2:1][C:4]1[CH:5]=[C:6]([CH2:17][OH:18])[CH:7]=[CH:8][C:9]=1[NH:10][C:11]1[CH:16]=[CH:15][CH:14]=[CH:13][CH:12]=1.